Predict the reaction yield, written as a fraction of the theoretical maximum amount of product (1.0 means a 100% yield; for example, 0.34 means a 34% yield). From a dataset of Reaction yield outcomes from USPTO patents with 853,638 reactions. (1) The reactants are [CH2:1]([N:8]1[CH2:13][CH2:12][N:11]([C:14]2[CH:19]=[CH:18][CH:17]=[C:16]([O:20][CH2:21][C:22]#[CH:23])[CH:15]=2)[CH2:10][CH2:9]1)[C:2]1[CH:7]=[CH:6][CH:5]=[CH:4][CH:3]=1. The catalyst is C(N(CC)C1C=CC=CC=1)C. The product is [CH2:1]([N:8]1[CH2:9][CH2:10][N:11]([C:14]2[CH:19]=[CH:18][CH:17]=[C:16]3[C:15]=2[CH:23]=[CH:22][CH2:21][O:20]3)[CH2:12][CH2:13]1)[C:2]1[CH:3]=[CH:4][CH:5]=[CH:6][CH:7]=1. The yield is 0.690. (2) The reactants are [C:1]([C:3]1[CH:19]=[CH:18][C:6]2[CH2:7][CH2:8][N:9]([C:12](=[O:17])[C:13]([F:16])([F:15])[F:14])[CH2:10][CH2:11][C:5]=2[C:4]=1OS(C(F)(F)F)(=O)=O)#[N:2].[CH2:28]([NH2:35])[C:29]1[CH:34]=[CH:33][CH:32]=[CH:31][CH:30]=1.C1C=CC(P(C2C(C3C(P(C4C=CC=CC=4)C4C=CC=CC=4)=CC=C4C=3C=CC=C4)=C3C(C=CC=C3)=CC=2)C2C=CC=CC=2)=CC=1.C(=O)([O-])[O-].[Cs+].[Cs+]. The catalyst is C1(C)C=CC=CC=1.C([O-])(=O)C.[Pd+2].C([O-])(=O)C. The product is [CH2:28]([NH:35][C:4]1[C:5]2[CH2:11][CH2:10][N:9]([C:12](=[O:17])[C:13]([F:16])([F:15])[F:14])[CH2:8][CH2:7][C:6]=2[CH:18]=[CH:19][C:3]=1[C:1]#[N:2])[C:29]1[CH:34]=[CH:33][CH:32]=[CH:31][CH:30]=1. The yield is 0.540. (3) The reactants are [OH:1][B:2]1[C:6]2[CH:7]=[C:8]([NH:11][S:12]([C:15]3[N:20]=[CH:19][C:18]([NH:21]C(=O)C)=[CH:17][C:16]=3[CH3:25])(=[O:14])=[O:13])[CH:9]=[CH:10][C:5]=2[CH2:4][O:3]1.Cl.[OH-].[Na+]. The catalyst is O1CCOCC1. The product is [NH2:21][C:18]1[CH:17]=[C:16]([CH3:25])[C:15]([S:12]([NH:11][C:8]2[CH:9]=[CH:10][C:5]3[CH2:4][O:3][B:2]([OH:1])[C:6]=3[CH:7]=2)(=[O:13])=[O:14])=[N:20][CH:19]=1. The yield is 0.110. (4) The reactants are [Br:1][C:2]1[CH:3]=[C:4]([S:15][C:16]2[CH:17]=[C:18]([CH:22]=[CH:23][CH:24]=2)[C:19](O)=[O:20])[C:5]([NH:8][C:9]2[S:10][CH:11]=[C:12]([CH3:14])[N:13]=2)=[N:6][CH:7]=1.Cl.C[N:27](C)CCCN=C=NCC.[NH4+].[Cl-].C1C=CC2N(O)N=NC=2C=1.O.C(N(CC)CC)C. The catalyst is CN(C=O)C.O. The product is [Br:1][C:2]1[CH:3]=[C:4]([S:15][C:16]2[CH:17]=[C:18]([CH:22]=[CH:23][CH:24]=2)[C:19]([NH2:27])=[O:20])[C:5]([NH:8][C:9]2[S:10][CH:11]=[C:12]([CH3:14])[N:13]=2)=[N:6][CH:7]=1. The yield is 0.670. (5) The catalyst is ClCCl. The product is [CH2:1]([N:8]1[CH2:22][CH2:21][Si:18]([CH3:20])([CH3:19])[CH2:17][CH2:16]1)[C:2]1[CH:7]=[CH:6][CH:5]=[CH:4][CH:3]=1. The reactants are [CH2:1]([NH2:8])[C:2]1[CH:7]=[CH:6][CH:5]=[CH:4][CH:3]=1.C([O-])([O-])=O.[K+].[K+].Br[CH2:16][CH2:17][Si:18]([CH2:21][CH2:22]Br)([CH3:20])[CH3:19].O. The yield is 0.590. (6) The reactants are [Cl:1][C:2]1[CH:3]=[C:4]([CH:8]([C:12]2([OH:18])[CH2:17][CH2:16][CH2:15][CH2:14][CH2:13]2)[C:9]([OH:11])=O)[CH:5]=[CH:6][CH:7]=1.F[P-](F)(F)(F)(F)F.N1(O[P+](N(C)C)(N(C)C)N(C)C)C2C=CC=CC=2N=N1.[N:46]1([C:52]([O:54][C:55]([CH3:58])([CH3:57])[CH3:56])=[O:53])[CH2:51][CH2:50][NH:49][CH2:48][CH2:47]1.C(N(CC)CC)C. The catalyst is C(Cl)Cl. The product is [Cl:1][C:2]1[CH:3]=[C:4]([CH:8]([C:12]2([OH:18])[CH2:17][CH2:16][CH2:15][CH2:14][CH2:13]2)[C:9]([N:49]2[CH2:48][CH2:47][N:46]([C:52]([O:54][C:55]([CH3:58])([CH3:57])[CH3:56])=[O:53])[CH2:51][CH2:50]2)=[O:11])[CH:5]=[CH:6][CH:7]=1. The yield is 0.810. (7) The reactants are [CH2:1]([O:3][C:4]([C:6]1[C:10]([CH3:11])=[CH:9][NH:8][C:7]=1[CH2:12][C:13]([OH:15])=O)=[O:5])[CH3:2].Cl.C(N=C=NC[CH2:23][CH2:24][N:25]([CH3:27])[CH3:26])C.O[N:29]1[C:33]2C=CC=CC=2N=N1.O.CN(C)[CH:41]=[O:42]. The catalyst is ClCCl. The product is [CH2:1]([O:3][C:4]([C:6]1[C:10]([CH3:11])=[CH:9][NH:8][C:7]=1[CH2:12][C:13](=[O:15])[NH:29][CH2:33][CH2:27][N:25]1[CH2:24][CH2:23][O:42][CH2:41][CH2:26]1)=[O:5])[CH3:2]. The yield is 0.850. (8) The reactants are N(OCCC(C)C)=O.[F:9][C:10]([F:23])([F:22])[O:11][C:12]1[CH:21]=[CH:20][C:15]2[N:16]=[C:17](N)[S:18][C:14]=2[CH:13]=1.[ClH:24]. The catalyst is C(#N)C.[Cu](Cl)Cl. The product is [Cl:24][C:17]1[S:18][C:14]2[CH:13]=[C:12]([O:11][C:10]([F:23])([F:22])[F:9])[CH:21]=[CH:20][C:15]=2[N:16]=1. The yield is 1.00. (9) The reactants are [Cl:1][C:2]1[C:9]([OH:10])=[CH:8][CH:7]=[CH:6][C:3]=1[CH:4]=O.[NH:11]1[CH2:15][CH2:14][CH2:13][CH2:12]1.[BH-](OC(C)=O)(OC(C)=O)OC(C)=O.[Na+].OS([O-])(=O)=O.[Na+]. The catalyst is C(Cl)Cl.O. The product is [Cl:1][C:2]1[C:3]([CH2:4][N:11]2[CH2:15][CH2:14][CH2:13][CH2:12]2)=[CH:6][CH:7]=[CH:8][C:9]=1[OH:10]. The yield is 0.950.